From a dataset of Forward reaction prediction with 1.9M reactions from USPTO patents (1976-2016). Predict the product of the given reaction. (1) Given the reactants C1(C)C(S(O)(=O)=O)=CC=CC=1.O[C:13]1([CH2:33][CH2:34][C:35]2[CH:44]=[CH:43][C:38]3[C:39](=[O:42])[O:40][CH2:41][C:37]=3[CH:36]=2)[CH2:18][CH2:17][N:16]([C:19](=[O:32])[CH2:20][C:21]2[CH:26]=[CH:25][C:24]([N:27]3[CH:31]=[N:30][N:29]=[N:28]3)=[CH:23][CH:22]=2)[CH2:15][CH2:14]1, predict the reaction product. The product is: [N:27]1([C:24]2[CH:23]=[CH:22][C:21]([CH2:20][C:19]([N:16]3[CH2:15][CH:14]=[C:13]([CH2:33][CH2:34][C:35]4[CH:44]=[CH:43][C:38]5[C:39](=[O:42])[O:40][CH2:41][C:37]=5[CH:36]=4)[CH2:18][CH2:17]3)=[O:32])=[CH:26][CH:25]=2)[CH:31]=[N:30][N:29]=[N:28]1. (2) The product is: [CH2:40]([C:42]1[CH:47]=[C:46]([C:48]2[CH2:49][CH2:50][N:51]([C:4](=[O:6])[CH2:3][C:1]#[N:2])[CH2:52][CH:53]=2)[CH:45]=[CH:44][C:43]=1[N:54]([CH3:65])[C:55]1[N:60]=[CH:59][C:58]2[N:61]=[CH:62][N:63]([CH3:64])[C:57]=2[CH:56]=1)[CH3:41]. Given the reactants [C:1]([CH2:3][C:4]([OH:6])=O)#[N:2].F[P-](F)(F)(F)(F)F.N1(OC(N(C)C)=[N+](C)C)C2N=CC=CC=2N=N1.C(N(CC)C(C)C)(C)C.[CH2:40]([C:42]1[CH:47]=[C:46]([C:48]2[CH2:49][CH2:50][NH:51][CH2:52][CH:53]=2)[CH:45]=[CH:44][C:43]=1[N:54]([CH3:65])[C:55]1[N:60]=[CH:59][C:58]2[N:61]=[CH:62][N:63]([CH3:64])[C:57]=2[CH:56]=1)[CH3:41], predict the reaction product. (3) Given the reactants Br[C:2]1[C:7]([N+:8]([O-:10])=[O:9])=[CH:6][C:5]([Br:11])=[C:4]([CH3:12])[N:3]=1.[CH3:13][C:14]1([CH3:21])[O:18][C@@H:17]([CH2:19][NH2:20])[CH2:16][O:15]1.C(N(C(C)C)C(C)C)C, predict the reaction product. The product is: [Br:11][C:5]1[CH:6]=[C:7]([N+:8]([O-:10])=[O:9])[C:2]([NH:20][CH2:19][C@H:17]2[CH2:16][O:15][C:14]([CH3:21])([CH3:13])[O:18]2)=[N:3][C:4]=1[CH3:12]. (4) Given the reactants [CH:1]1[C:7](=[O:8])[NH:6][C:4](=[O:5])[N:3]([C@@H:9]2[O:13][C@H:12]([CH2:14][O:15][P:16]([O:19][P:20]([O:23][C@H]3O[C@H](CO)[C@@H](O)[C@H](O)[C@H]3O)([OH:22])=[O:21])([OH:18])=[O:17])[C@@H:11]([OH:35])[C@H:10]2[OH:36])[CH:2]=1.C1C(=O)NC(=[O:41])N([C@@H]2O[C@H](COP(OP([O:59][C@H:60]3[O:65][C@H:64]([CH2:66][OH:67])[C@H:63]([OH:68])[C@H:62]([OH:69])[C@H:61]3[NH2:70])(O)=O)(O)=O)[C@@H](O)[C@H]2O)C=1.S(C(N1C(=O)CCC1=O)(CCCCN[C:86](=[O:100])[CH2:87][CH2:88][CH2:89][CH2:90][C@H:91]1[C@@H:99]2[C@@H:94]([NH:95][C:96]([NH:98]2)=[O:97])[CH2:93][S:92]1)C([O-])=O)(O)(=O)=O, predict the reaction product. The product is: [CH:1]1[C:7](=[O:8])[NH:6][C:4](=[O:5])[N:3]([C@@H:9]2[O:13][C@H:12]([CH2:14][O:15][P:16]([O:19][P:20]([OH:22])([OH:23])=[O:21])([OH:18])=[O:17])[C@@H:11]([OH:35])[C@H:10]2[OH:36])[CH:2]=1.[OH:59][CH:60]1[O:65][C@H:64]([CH2:66][OH:67])[C@H:63]([OH:68])[C@H:62]([OH:69])[C@H:61]1[NH2:70].[OH:41][C:86]([CH2:87][CH2:88][CH2:89][CH2:90][C@H:91]1[C@@H:99]2[C@@H:94]([NH:95][C:96]([NH:98]2)=[O:97])[CH2:93][S:92]1)=[O:100].